From a dataset of Catalyst prediction with 721,799 reactions and 888 catalyst types from USPTO. Predict which catalyst facilitates the given reaction. (1) Reactant: Br[C:2]1[CH:7]=[CH:6][N:5]2[C:8]([CH3:12])=[N:9][C:10]([CH3:11])=[C:4]2[CH:3]=1.C(Cl)Cl.[B:16]1([B:16]2[O:20][C:19]([CH3:22])([CH3:21])[C:18]([CH3:24])([CH3:23])[O:17]2)[O:20][C:19]([CH3:22])([CH3:21])[C:18]([CH3:24])([CH3:23])[O:17]1.CC([O-])=O.[K+]. Product: [CH3:11][C:10]1[N:9]=[C:8]([CH3:12])[N:5]2[CH:6]=[CH:7][C:2]([B:16]3[O:20][C:19]([CH3:22])([CH3:21])[C:18]([CH3:24])([CH3:23])[O:17]3)=[CH:3][C:4]=12. The catalyst class is: 294. (2) Product: [OH:24][CH:21]([CH2:20][O:19][C:18]1[C:25]([CH3:27])=[CH:26][C:15]([C:13]2[O:14][C:10]([C:8]3[S:9][C:5]([CH2:1][CH:2]([CH3:4])[CH3:3])=[CH:6][CH:7]=3)=[N:11][N:12]=2)=[CH:16][C:17]=1[CH3:28])[CH2:22][O:23][S:39]([CH3:38])(=[O:41])=[O:40]. Reactant: [CH2:1]([C:5]1[S:9][C:8]([C:10]2[O:14][C:13]([C:15]3[CH:26]=[C:25]([CH3:27])[C:18]([O:19][CH2:20][CH:21]([OH:24])[CH2:22][OH:23])=[C:17]([CH3:28])[CH:16]=3)=[N:12][N:11]=2)=[CH:7][CH:6]=1)[CH:2]([CH3:4])[CH3:3].CCN(C(C)C)C(C)C.[CH3:38][S:39](Cl)(=[O:41])=[O:40]. The catalyst class is: 2. (3) The catalyst class is: 1. Product: [ClH:12].[Br:1][C:2]1[CH:7]=[CH:6][C:5]([CH2:8][Cl:12])=[CH:4][N:3]=1. Reactant: [Br:1][C:2]1[CH:7]=[CH:6][C:5]([CH2:8]O)=[CH:4][N:3]=1.S(Cl)([Cl:12])=O. (4) Reactant: Cl[C:2]1[N:7]=[C:6]([CH3:8])[N:5]=[C:4]([N:9]([CH2:19][C:20]2[CH:25]=[CH:24][C:23]([O:26][CH3:27])=[CH:22][CH:21]=2)[CH2:10][C:11]2[CH:16]=[CH:15][C:14]([O:17][CH3:18])=[CH:13][CH:12]=2)[CH:3]=1.[C:28]([O:32][C:33]([N:35]1[CH2:40][CH2:39][N:38]([C@@H:41]([C:43]2[CH:44]=[C:45](B(O)O)[C:46]([F:49])=[N:47][CH:48]=2)[CH3:42])[CH2:37][CH2:36]1)=[O:34])([CH3:31])([CH3:30])[CH3:29].CC([O-])=O.[K+]. Product: [CH3:18][O:17][C:14]1[CH:15]=[CH:16][C:11]([CH2:10][N:9]([CH2:19][C:20]2[CH:25]=[CH:24][C:23]([O:26][CH3:27])=[CH:22][CH:21]=2)[C:4]2[N:5]=[C:6]([CH3:8])[N:7]=[C:2]([C:45]3[CH:44]=[C:43]([C@H:41]([N:38]4[CH2:37][CH2:36][N:35]([C:33]([O:32][C:28]([CH3:29])([CH3:31])[CH3:30])=[O:34])[CH2:40][CH2:39]4)[CH3:42])[CH:48]=[N:47][C:46]=3[F:49])[CH:3]=2)=[CH:12][CH:13]=1. The catalyst class is: 38. (5) Reactant: C([O:4][CH2:5][C:6]([O:8][CH:9]([C:20]1[CH:25]=[CH:24][C:23]([CH2:26][CH2:27][O:28][CH2:29][C:30]2[CH:35]=[CH:34][CH:33]=[CH:32][CH:31]=2)=[CH:22][CH:21]=1)[C:10]([C:12]1[CH:17]=[CH:16][C:15]([O:18][CH3:19])=[CH:14][CH:13]=1)=O)=O)(=O)C.C([O-])(=O)C.[NH4+:40]. Product: [CH2:29]([O:28][CH2:27][CH2:26][C:23]1[CH:24]=[CH:25][C:20]([C:9]2[O:8][C:6]([CH2:5][OH:4])=[N:40][C:10]=2[C:12]2[CH:17]=[CH:16][C:15]([O:18][CH3:19])=[CH:14][CH:13]=2)=[CH:21][CH:22]=1)[C:30]1[CH:35]=[CH:34][CH:33]=[CH:32][CH:31]=1. The catalyst class is: 15. (6) Reactant: C(Cl)(=O)C(Cl)=O.CS(C)=O.[C:11]([C:13]1[C:18](=[O:19])[N:17]([CH2:20][O:21][CH2:22][CH2:23][Si:24]([CH3:27])([CH3:26])[CH3:25])[C:16]([CH3:28])=[C:15]([C:29]([NH:31][CH2:32][CH:33]([OH:36])[CH2:34][CH3:35])=[O:30])[CH:14]=1)#[N:12]. Product: [C:11]([C:13]1[C:18](=[O:19])[N:17]([CH2:20][O:21][CH2:22][CH2:23][Si:24]([CH3:27])([CH3:26])[CH3:25])[C:16]([CH3:28])=[C:15]([C:29]([NH:31][CH2:32][C:33](=[O:36])[CH2:34][CH3:35])=[O:30])[CH:14]=1)#[N:12]. The catalyst class is: 2. (7) Reactant: O[CH2:2][CH2:3][O:4][CH2:5][CH2:6][O:7][CH2:8][CH2:9][O:10][C:11]1[CH:16]=[CH:15][C:14]([C:17](=[O:19])[CH3:18])=[CH:13][CH:12]=1.CCN(S(F)(F)[F:26])CC.C(=O)([O-])[O-].[K+].[K+]. Product: [F:26][CH2:2][CH2:3][O:4][CH2:5][CH2:6][O:7][CH2:8][CH2:9][O:10][C:11]1[CH:16]=[CH:15][C:14]([C:17](=[O:19])[CH3:18])=[CH:13][CH:12]=1. The catalyst class is: 57. (8) Reactant: [CH3:1][C:2]1[CH:7]=[CH:6][C:5]([CH3:8])=[CH:4][C:3]=1[C:9]1[C:10](=[O:22])[NH:11][C:12]2([CH2:19][CH2:18][N:17]([O:20][CH3:21])[CH2:16][CH2:15]2)[C:13]=1[OH:14].CCN(C(C)C)C(C)C.[CH2:32]([O:34][CH2:35]Cl)[CH3:33].O. Product: [CH3:1][C:2]1[CH:7]=[CH:6][C:5]([CH3:8])=[CH:4][C:3]=1[C:9]1[C:10](=[O:22])[NH:11][C:12]2([CH2:19][CH2:18][N:17]([O:20][CH3:21])[CH2:16][CH2:15]2)[C:13]=1[O:14][CH2:35][O:34][CH2:32][CH3:33]. The catalyst class is: 54. (9) Reactant: [Br:1][CH2:2][CH2:3][CH2:4][CH2:5][CH2:6][C:7](Cl)=[O:8].[CH2:10]([OH:17])[C:11]1[CH:16]=[CH:15][CH:14]=[CH:13][CH:12]=1. Product: [Br:1][CH2:2][CH2:3][CH2:4][CH2:5][CH2:6][C:7]([O:17][CH2:10][C:11]1[CH:16]=[CH:15][CH:14]=[CH:13][CH:12]=1)=[O:8]. The catalyst class is: 202. (10) Reactant: [NH2:1][CH2:2][C@@H:3]([OH:22])[C@@H:4]([NH:14][C:15](=[O:21])[O:16][C:17]([CH3:20])([CH3:19])[CH3:18])[CH2:5][C:6]1[CH:11]=[C:10]([F:12])[CH:9]=[C:8]([F:13])[CH:7]=1.[NH:23]1[CH:27]=[CH:26][CH:25]=[C:24]1[CH:28]=O.C(N(CC)CC)C.S([O-])([O-])(=O)=O.[Mg+2].[BH4-].[Na+]. Product: [F:12][C:10]1[CH:11]=[C:6]([CH:7]=[C:8]([F:13])[CH:9]=1)[CH2:5][C@H:4]([NH:14][C:15](=[O:21])[O:16][C:17]([CH3:19])([CH3:18])[CH3:20])[C@H:3]([OH:22])[CH2:2][NH:1][CH2:28][C:24]1[NH:23][CH:27]=[CH:26][CH:25]=1. The catalyst class is: 147.